The task is: Regression. Given two drug SMILES strings and cell line genomic features, predict the synergy score measuring deviation from expected non-interaction effect.. This data is from NCI-60 drug combinations with 297,098 pairs across 59 cell lines. Drug 1: CC12CCC3C(C1CCC2=O)CC(=C)C4=CC(=O)C=CC34C. Cell line: HCT-15. Drug 2: C1C(C(OC1N2C=NC3=C(N=C(N=C32)Cl)N)CO)O. Synergy scores: CSS=22.8, Synergy_ZIP=-0.787, Synergy_Bliss=3.14, Synergy_Loewe=-1.21, Synergy_HSA=3.21.